This data is from Experimentally validated miRNA-target interactions with 360,000+ pairs, plus equal number of negative samples. The task is: Binary Classification. Given a miRNA mature sequence and a target amino acid sequence, predict their likelihood of interaction. (1) The miRNA is hsa-miR-651-3p with sequence AAAGGAAAGUGUAUCCUAAAAG. The protein sequence of the target gene is MEAAAGGRGCFQPHPGLQKTLEQFHLSSMSSLGGPAAFSARWAQEAYKKESAKEAGAAAVPAPVPAATEPPPVLHLPAIQPPPPVLPGPFFMPSDRSTERCETVLEGETISCFVVGGEKRLCLPQILNSVLRDFSLQQINAVCDELHIYCSRCTADQLEILKVMGILPFSAPSCGLITKTDAERLCNALLYGGAYPPPCKKELAASLALGLELSERSVRVYHECFGKCKGLLVPELYSSPSAACIQCLDCRLMYPPHKFVVHSHKALENRTCHWGFDSANWRAYILLSQDYTGKEEQARL.... Result: 1 (interaction). (2) Result: 0 (no interaction). The miRNA is mmu-miR-467e-5p with sequence AUAAGUGUGAGCAUGUAUAUGU. The protein sequence of the target gene is MKWLGDSKNMVVNGRRNGGKLSNDHQQNQSKLQQHSGKDTLKTGRNAVERRSSRCHGNSGFEGQSRYVPSSGMSAKELCENDDLATSLVLDPYLGFQTHKMNTSAFPSRSSRHISKADSFSHNNPVRFRPIKGRQEELKEVIERFKKDEHLEKAFKCLTSGEWARHYFLNKNKMQEKLFKEHVFIYLRMFATDSGFEILPCNRYSSEQNGAKIVATKEWKRNDKIELLVGCIAELSEIEENMLLRHGENDFSVMYSTRKNCAQLWLGPAAFINHDCRPNCKFVSTGRDTACVKALRDIEP.... (3) The miRNA is hsa-miR-135b-3p with sequence AUGUAGGGCUAAAAGCCAUGGG. The protein sequence of the target gene is MGAPGGKINRPRTELKKKLFKRRRVLNRERRLRHRVVGAVIDQGLITRHHLKKRASSARANITLSGKKRRKLLQQIRLAQKEKTAMEVEAPSKPARTSEPQLKRQKKTKAPQDVEMKDLEDES. Result: 0 (no interaction). (4) The miRNA is hsa-miR-3129-3p with sequence AAACUAAUCUCUACACUGCUGC. The protein sequence of the target gene is MATPWRRALLMILASQVVTLVKCLEDDDVPEEWLLLHVVQGQIGAGNYSYLRLNHEGKIILRMQSLRGDADLYVSDSTPHPSFDDYELQSVTCGQDVVSIPAHFQRPVGIGIYGHPSHHESDFEMRVYYDRTVDQYPFGEAAYFTDPTGASQQQAYAPEEAAQEEESVLWTILISILKLVLEILF. Result: 0 (no interaction). (5) The miRNA is hsa-miR-1283 with sequence UCUACAAAGGAAAGCGCUUUCU. The protein sequence of the target gene is MAAPSEVAAAVLGEGDGGAFGSWLDGRLEALGVDRAVYAAYILGVLQEEEEEEKLDALQGILSAFLEEESLLDICKEIVERWSETRDVTTKVKKEDEVQAIATLIEKQAQIVVKPRVVSEEEKQRKAALLAQYADVTDEEDEADKKDDAGASTANVSSDRTLFRNTNVEDVLNARKLERDSLRDESQRKKEQDKLQREKDKLAKQERKEKEKKRTQKGERKR. Result: 0 (no interaction). (6) The miRNA is hsa-miR-4632-3p with sequence UGCCGCCCUCUCGCUGCUCUAG. The protein sequence of the target gene is MLEAPGPSDGCELSNPSASRVSCAGQMLEVQPGLYFGGAAAVAEPDHLREAGITAVLTVDSEEPSFKAGPGVEDLWRLFVPALDKPETDLLSHLDRCVAFIGQARAEGRAVLVHCHAGVSRSVAIITAFLMKTDQLPFEKAYEKLQILKPEAKMNEGFEWQLKLYQAMGYEVDTSSAIYKQYRLQKVTEKYPELQNLPQELFAVDPTTVSQGLKDEVLYKCRKCRRSLFRSSSILDHREGSGPIAFAHKRMTPSSMLTTGRQAQCTSYFIEPVQWMESALLGVMDGQLLCPKCSAKLGSF.... Result: 0 (no interaction). (7) The miRNA is mmu-miR-501-3p with sequence AAUGCACCCGGGCAAGGAUUUG. The protein sequence of the target gene is MAARSPSSSPPPPPVRRSSRRSLRVGRGAEVHAVRSEASGLAGAAREVVADKSDLLWRGEEGSGGRRGSGRAGAAVAPVASAPAGSWWPEGLSSEEAKATRSQLLEEELSSLKEELALCQADKEFVWSLWRRLQATNPDLTQTVSLVVEREKQKSEAKDRKVLEILQVKDSKIQELEQTESVLKQELHDLVKLKTLVDEENAFLRKELCDLQKKFKDKSQEVKDAKECVQSKEEQNRLVIKNLEEENERLRTRCTDLLNDLEKLRNQEAHWRKEKHSVDTRVKVLEENLIEAKKEIESAQ.... Result: 0 (no interaction). (8) The miRNA is hsa-miR-4801 with sequence UACACAAGAAAACCAAGGCUCA. The protein sequence of the target gene is MKTFIIGISGVTNSGKTTLAKNLQKHLPNCSVISQDDFFKPESEIETDKNGFLQYDVLEALNMEKMMSAISCWMESARHSVVSTDQESAEEIPILIIEGFLLFNYKPLDTIWNRSYFLTIPYEECKRRRSTRVYQPPDSPGYFDGHVWPMYLKYRQEMQDITWEVVYLDGTKSEEDLFLQVYEDLIQELAKQKCLQVTA. Result: 1 (interaction). (9) The miRNA is mmu-miR-1187 with sequence UAUGUGUGUGUGUAUGUGUGUAA. The protein sequence of the target gene is MFKHLRRWFVTHIFGRSRQRARLVSKDGRCNIEFGNVDAQSRFIFFVDIWTTVLDLKWRYKMTVFITAFLGSWFLFGLLWYVVAYVHKDLPEFYPPDNRTPCVENINGMTSAFLFSLETQVTIGYGFRFVTEQCATAIFLLIFQSILGVIINSFMCGAILAKISRPKKRAKTITFSKNAVISKRGGKLCLLIRVANLRKSLLIGSHIYGKLLKTTITPEGETIILDQTNINFVVDAGNENLFFISPLTIYHIIDHNSPFFHMAAETLSQQDFELVVFLDGTVESTSATCQVRTSYIPEEV.... Result: 0 (no interaction).